From a dataset of Forward reaction prediction with 1.9M reactions from USPTO patents (1976-2016). Predict the product of the given reaction. (1) Given the reactants [NH2:1][C:2]1[CH:3]=[C:4]2[C:9](=[C:10]([O:12][CH2:13][C:14]3[CH:19]=[CH:18][CH:17]=[CH:16][CH:15]=3)[CH:11]=1)[N:8]=[CH:7][CH:6]=[CH:5]2.[O:20](C(OC(C)(C)C)=O)[C:21]([O:23][C:24]([CH3:27])([CH3:26])[CH3:25])=O, predict the reaction product. The product is: [CH2:13]([O:12][C:10]1[CH:11]=[C:2]([NH:1][C:21]([O:23][C:24]([CH3:27])([CH3:26])[CH3:25])=[O:20])[CH:3]=[C:4]2[C:9]=1[N:8]=[CH:7][CH:6]=[CH:5]2)[C:14]1[CH:19]=[CH:18][CH:17]=[CH:16][CH:15]=1. (2) Given the reactants [CH3:1][C:2]1([CH3:31])[C:10]2[C:5](=[CH:6][C:7]([NH:11][C:12](=[O:30])[C:13]3[CH:18]=[CH:17][CH:16]=[N:15][C:14]=3[NH:19][CH2:20][C:21]3[CH:26]=[CH:25][N:24]=[C:23]4[NH:27][CH:28]=[CH:29][C:22]=34)=[CH:8][CH:9]=2)[NH:4][CH2:3]1.C(OC([N:39]1[CH2:42][CH:41]([C:43](O)=[O:44])[CH2:40]1)=O)(C)(C)C, predict the reaction product. The product is: [NH:39]1[CH2:42][CH:41]([C:43]([N:4]2[C:5]3[C:10](=[CH:9][CH:8]=[C:7]([NH:11][C:12](=[O:30])[C:13]4[CH:18]=[CH:17][CH:16]=[N:15][C:14]=4[NH:19][CH2:20][C:21]4[CH:26]=[CH:25][N:24]=[C:23]5[NH:27][CH:28]=[CH:29][C:22]=45)[CH:6]=3)[C:2]([CH3:31])([CH3:1])[CH2:3]2)=[O:44])[CH2:40]1. (3) The product is: [NH2:1][C:2]1[CH:7]=[N:6][CH:5]=[C:4]([CH:3]=1)[C:8]([NH:10][C:11]1([C:14](=[O:16])[NH:17][CH2:18][C:19]2[CH:20]=[CH:21][C:22]([NH:25][C:26]3[CH:31]=[CH:30][C:29]([F:32])=[CH:28][C:27]=3[C:33]([F:36])([F:35])[F:34])=[CH:23][N:24]=2)[CH2:12][CH2:13]1)=[O:9]. Given the reactants [NH2:1][C:2]1[CH:3]=[C:4]([C:8]([NH:10][C:11]2([C:14]([OH:16])=O)[CH2:13][CH2:12]2)=[O:9])[CH:5]=[N:6][CH:7]=1.[NH2:17][CH2:18][C:19]1[N:24]=[CH:23][C:22]([NH:25][C:26]2[CH:31]=[CH:30][C:29]([F:32])=[CH:28][C:27]=2[C:33]([F:36])([F:35])[F:34])=[CH:21][CH:20]=1, predict the reaction product. (4) Given the reactants C(OC(=O)[NH:7][C:8]([CH2:37][O:38]COC)([CH3:36])[CH2:9][CH2:10][C:11]1[CH:16]=[CH:15][C:14]([O:17][CH2:18][CH2:19][CH2:20][C:21]2[CH:26]=[CH:25][CH:24]=[C:23]([O:27][C:28]([F:31])([F:30])[F:29])[CH:22]=2)=[C:13]([C:32]([F:35])([F:34])[F:33])[CH:12]=1)(C)(C)C.[ClH:43], predict the reaction product. The product is: [ClH:43].[NH2:7][C:8]([CH3:36])([CH2:9][CH2:10][C:11]1[CH:16]=[CH:15][C:14]([O:17][CH2:18][CH2:19][CH2:20][C:21]2[CH:26]=[CH:25][CH:24]=[C:23]([O:27][C:28]([F:29])([F:30])[F:31])[CH:22]=2)=[C:13]([C:32]([F:33])([F:34])[F:35])[CH:12]=1)[CH2:37][OH:38].